From a dataset of NCI-60 drug combinations with 297,098 pairs across 59 cell lines. Regression. Given two drug SMILES strings and cell line genomic features, predict the synergy score measuring deviation from expected non-interaction effect. (1) Cell line: SNB-75. Drug 1: CC12CCC3C(C1CCC2=O)CC(=C)C4=CC(=O)C=CC34C. Drug 2: C1CN(CCN1C(=O)CCBr)C(=O)CCBr. Synergy scores: CSS=12.5, Synergy_ZIP=-8.61, Synergy_Bliss=0.417, Synergy_Loewe=-3.22, Synergy_HSA=1.49. (2) Drug 1: CC1C(C(CC(O1)OC2CC(OC(C2O)C)OC3=CC4=CC5=C(C(=O)C(C(C5)C(C(=O)C(C(C)O)O)OC)OC6CC(C(C(O6)C)O)OC7CC(C(C(O7)C)O)OC8CC(C(C(O8)C)O)(C)O)C(=C4C(=C3C)O)O)O)O. Drug 2: CC(C)CN1C=NC2=C1C3=CC=CC=C3N=C2N. Cell line: HT29. Synergy scores: CSS=24.2, Synergy_ZIP=-2.07, Synergy_Bliss=-5.74, Synergy_Loewe=-12.5, Synergy_HSA=-5.53. (3) Drug 1: C1=CC(=CC=C1C#N)C(C2=CC=C(C=C2)C#N)N3C=NC=N3. Drug 2: CCCCCOC(=O)NC1=NC(=O)N(C=C1F)C2C(C(C(O2)C)O)O. Cell line: DU-145. Synergy scores: CSS=0.274, Synergy_ZIP=3.44, Synergy_Bliss=9.07, Synergy_Loewe=1.63, Synergy_HSA=2.44. (4) Drug 1: CN(C)N=NC1=C(NC=N1)C(=O)N. Drug 2: C1=CC(=CC=C1C#N)C(C2=CC=C(C=C2)C#N)N3C=NC=N3. Cell line: LOX IMVI. Synergy scores: CSS=39.0, Synergy_ZIP=-5.85, Synergy_Bliss=-3.25, Synergy_Loewe=-2.88, Synergy_HSA=-0.776. (5) Drug 1: CC1C(C(CC(O1)OC2CC(OC(C2O)C)OC3=CC4=CC5=C(C(=O)C(C(C5)C(C(=O)C(C(C)O)O)OC)OC6CC(C(C(O6)C)O)OC7CC(C(C(O7)C)O)OC8CC(C(C(O8)C)O)(C)O)C(=C4C(=C3C)O)O)O)O. Drug 2: C1=NNC2=C1C(=O)NC=N2. Cell line: UACC-257. Synergy scores: CSS=15.6, Synergy_ZIP=0.00534, Synergy_Bliss=-0.434, Synergy_Loewe=-22.4, Synergy_HSA=-1.33. (6) Drug 2: CC1=C(C(CCC1)(C)C)C=CC(=CC=CC(=CC(=O)O)C)C. Synergy scores: CSS=15.9, Synergy_ZIP=-8.88, Synergy_Bliss=-4.19, Synergy_Loewe=-3.85, Synergy_HSA=-2.13. Drug 1: C1=C(C(=O)NC(=O)N1)N(CCCl)CCCl. Cell line: T-47D.